From a dataset of Forward reaction prediction with 1.9M reactions from USPTO patents (1976-2016). Predict the product of the given reaction. (1) Given the reactants N#N.[C:3]1([CH3:14])[CH:8]=[CH:7][CH:6]=[CH:5][C:4]=1[C:9]1O[CH:11]=[N:12][N:13]=1.[CH3:15][C:16]1[CH:22]=[CH:21][CH:20]=[C:19]([CH3:23])[C:17]=1[NH2:18].FC(F)(F)C(O)=O.C([O-])([O-])=O.[Na+].[Na+], predict the reaction product. The product is: [C:3]1([CH3:14])[CH:8]=[CH:7][CH:6]=[CH:5][C:4]=1[C:9]1[N:18]([C:17]2[C:19]([CH3:23])=[CH:20][CH:21]=[CH:22][C:16]=2[CH3:15])[CH:11]=[N:12][N:13]=1. (2) Given the reactants [NH:1]1[CH2:4][CH:3]([C:5]2[CH:6]=[CH:7][C:8]3[O:17][CH2:16][CH2:15][C:14]4[S:13][C:12]([C:18]5[N:19]([CH:23]([CH3:25])[CH3:24])[N:20]=[CH:21][N:22]=5)=[N:11][C:10]=4[C:9]=3[CH:26]=2)[CH2:2]1.Cl[CH2:28][CH2:29][S:30](Cl)(=[O:32])=[O:31].[OH-:34].[Na+], predict the reaction product. The product is: [CH:23]([N:19]1[C:18]([C:12]2[S:13][C:14]3[CH2:15][CH2:16][O:17][C:8]4[CH:7]=[CH:6][C:5]([CH:3]5[CH2:4][N:1]([S:30]([CH2:29][CH2:28][OH:34])(=[O:32])=[O:31])[CH2:2]5)=[CH:26][C:9]=4[C:10]=3[N:11]=2)=[N:22][CH:21]=[N:20]1)([CH3:24])[CH3:25]. (3) Given the reactants [Br:1][C:2]1[CH:9]=[CH:8][C:5]([C:6]#N)=[CH:4][C:3]=1[CH3:10].[CH2:11]([Mg]Br)[CH3:12].Cl.[O:16]1CCOCC1, predict the reaction product. The product is: [Br:1][C:2]1[CH:9]=[CH:8][C:5]([C:6](=[O:16])[CH2:11][CH3:12])=[CH:4][C:3]=1[CH3:10]. (4) Given the reactants [Cl:1][C:2]1[CH:3]=[C:4]([CH:6]=[C:7]([Cl:9])[CH:8]=1)[NH2:5].[CH2:10]([C:12](=O)[C:13]([O-:15])=[O:14])[CH3:11].[Cl:17][C:18]1[CH:25]=[CH:24][C:21](C=C)=[CH:20][CH:19]=1.F[C:27](F)(F)[C:28](O)=O, predict the reaction product. The product is: [CH2:27]([O:15][C:13]([CH:12]1[CH2:10][CH:11]([C:21]2[CH:24]=[CH:25][C:18]([Cl:17])=[CH:19][CH:20]=2)[C:3]2[C:4](=[CH:6][C:7]([Cl:9])=[CH:8][C:2]=2[Cl:1])[NH:5]1)=[O:14])[CH3:28].